From a dataset of Human liver microsome stability data. Regression/Classification. Given a drug SMILES string, predict its absorption, distribution, metabolism, or excretion properties. Task type varies by dataset: regression for continuous measurements (e.g., permeability, clearance, half-life) or binary classification for categorical outcomes (e.g., BBB penetration, CYP inhibition). Dataset: hlm. The molecule is CC(C)(O)CNC(=O)c1nc(C(=O)N2CCCCC2)c(-c2ccc(S(=O)(=O)NC(C)(C)C)c3ccccc23)s1. The result is 0 (unstable in human liver microsomes).